From a dataset of Catalyst prediction with 721,799 reactions and 888 catalyst types from USPTO. Predict which catalyst facilitates the given reaction. (1) Reactant: [Br:1][C:2]1[N:7]=[CH:6][C:5]2[CH:8]=[C:9]([CH:15]([O:19][CH2:20][CH3:21])[O:16][CH2:17][CH3:18])[N:10](S(C)(=O)=O)[C:4]=2[CH:3]=1.[OH-].[Na+].O. Product: [Br:1][C:2]1[N:7]=[CH:6][C:5]2[CH:8]=[C:9]([CH:15]([O:16][CH2:17][CH3:18])[O:19][CH2:20][CH3:21])[NH:10][C:4]=2[CH:3]=1. The catalyst class is: 5. (2) Reactant: [F:1][C:2]1[C:7]([C:8]([F:11])([F:10])[F:9])=[C:6]([F:12])[CH:5]=[CH:4][C:3]=1[C:13](=O)[CH3:14].BrBr.[NH2:18][C:19]([NH2:21])=[S:20]. Product: [F:1][C:2]1[C:7]([C:8]([F:11])([F:10])[F:9])=[C:6]([F:12])[CH:5]=[CH:4][C:3]=1[C:13]1[N:18]=[C:19]([NH2:21])[S:20][CH:14]=1. The catalyst class is: 15. (3) Reactant: [O:1]=[C:2]1[C:11]2[C:6](=[CH:7][CH:8]=[CH:9][CH:10]=2)[CH2:5][CH2:4][C:3]1(CC#C)[C:12]([O:14][CH2:15][CH3:16])=[O:13].O. Product: [O:1]=[C:2]1[C:11]2[C:6](=[CH:7][CH:8]=[CH:9][CH:10]=2)[CH2:5][CH2:4][CH:3]1[C:12]([O:14][CH2:15][CH3:16])=[O:13]. The catalyst class is: 5. (4) Reactant: [CH:1]([C:3]1[CH:4]=[N:5][N:6]2[CH:11]=[CH:10][C:9]([C:12]#[N:13])=[CH:8][C:7]=12)=O.[CH3:14][C:15]1[CH:20]=[CH:19][C:18]([N+:21]([O-:23])=[O:22])=[CH:17][C:16]=1[S:24]([NH:27][NH2:28])(=[O:26])=[O:25]. Product: [C:12]([C:9]1[CH:10]=[CH:11][N:6]2[N:5]=[CH:4][C:3]([CH:1]=[N:28][NH:27][S:24]([C:16]3[CH:17]=[C:18]([N+:21]([O-:23])=[O:22])[CH:19]=[CH:20][C:15]=3[CH3:14])(=[O:26])=[O:25])=[C:7]2[CH:8]=1)#[N:13]. The catalyst class is: 5. (5) The catalyst class is: 5. Reactant: C[O-].[Na+].C([O:7][CH2:8][CH2:9][O:10][C:11]1[CH:16]=[CH:15][CH:14]=[C:13]([N:17]([CH3:19])[CH3:18])[CH:12]=1)(=O)C. Product: [CH3:18][N:17]([CH3:19])[C:13]1[CH:12]=[C:11]([CH:16]=[CH:15][CH:14]=1)[O:10][CH2:9][CH2:8][OH:7].